This data is from Forward reaction prediction with 1.9M reactions from USPTO patents (1976-2016). The task is: Predict the product of the given reaction. Given the reactants FC(F)(F)S(O[C:7]1[CH:16]=[C:15]2[C:10]([C@H:11]([C:18]3[CH:27]=[CH:26][C:25]4[C:20](=[CH:21][CH:22]=[CH:23][CH:24]=4)[CH:19]=3)[CH2:12][N:13]([CH3:17])[CH2:14]2)=[CH:9][CH:8]=1)(=O)=O.CN1C[C@@H](C2C=CC3C(=CC=CC=3)C=2)C2C(=CC(B3OC(C)(C)C(C)(C)O3)=CC=2)C1.[Cl:60][C:61]1[N:62]=[N:63][C:64](Cl)=[CH:65][CH:66]=1.C(=O)([O-])[O-].[Na+].[Na+], predict the reaction product. The product is: [Cl:60][C:61]1[N:62]=[N:63][C:64]([C:7]2[CH:16]=[C:15]3[C:10]([C@H:11]([C:18]4[CH:27]=[CH:26][C:25]5[C:20](=[CH:21][CH:22]=[CH:23][CH:24]=5)[CH:19]=4)[CH2:12][N:13]([CH3:17])[CH2:14]3)=[CH:9][CH:8]=2)=[CH:65][CH:66]=1.